This data is from Volume of distribution at steady state (VDss) regression data from Lombardo et al.. The task is: Regression/Classification. Given a drug SMILES string, predict its absorption, distribution, metabolism, or excretion properties. Task type varies by dataset: regression for continuous measurements (e.g., permeability, clearance, half-life) or binary classification for categorical outcomes (e.g., BBB penetration, CYP inhibition). For this dataset (vdss_lombardo), we predict log10(VDss) (log10 of volume of distribution in L/kg). The log10(VDss) is 0.110. The molecule is [NH3+]C1C2CN(c3nc4c(cc3F)c(=O)c(C(=O)[O-])cn4-c3ccc(F)cc3F)CC12.